Dataset: NCI-60 drug combinations with 297,098 pairs across 59 cell lines. Task: Regression. Given two drug SMILES strings and cell line genomic features, predict the synergy score measuring deviation from expected non-interaction effect. (1) Drug 1: CC1=C(N=C(N=C1N)C(CC(=O)N)NCC(C(=O)N)N)C(=O)NC(C(C2=CN=CN2)OC3C(C(C(C(O3)CO)O)O)OC4C(C(C(C(O4)CO)O)OC(=O)N)O)C(=O)NC(C)C(C(C)C(=O)NC(C(C)O)C(=O)NCCC5=NC(=CS5)C6=NC(=CS6)C(=O)NCCC[S+](C)C)O. Drug 2: C1=NC2=C(N1)C(=S)N=CN2. Cell line: NCI-H522. Synergy scores: CSS=49.6, Synergy_ZIP=-2.49, Synergy_Bliss=-3.93, Synergy_Loewe=-1.45, Synergy_HSA=1.06. (2) Drug 1: C1=NC2=C(N1)C(=S)N=C(N2)N. Drug 2: CN1C2=C(C=C(C=C2)N(CCCl)CCCl)N=C1CCCC(=O)O.Cl. Cell line: MALME-3M. Synergy scores: CSS=17.5, Synergy_ZIP=-9.57, Synergy_Bliss=-1.87, Synergy_Loewe=-16.8, Synergy_HSA=-2.68.